This data is from Full USPTO retrosynthesis dataset with 1.9M reactions from patents (1976-2016). The task is: Predict the reactants needed to synthesize the given product. (1) Given the product [Br:12][C:5]1[C:4]([F:9])=[CH:3][C:2]([Cl:1])=[CH:7][N:6]=1, predict the reactants needed to synthesize it. The reactants are: [Cl:1][C:2]1[CH:3]=[C:4]([F:9])[C:5](O)=[N:6][CH:7]=1.P(Br)(Br)([Br:12])=O. (2) Given the product [CH2:63]([NH:70][C:2]1[C:7]2=[C:8]([C:11]3[CH:12]=[CH:13][CH:14]=[CH:15][CH:16]=3)[CH:9]=[CH:10][N:6]2[N:5]=[C:4]([C:17]2[CH:18]=[C:19]([S:23]([NH2:26])(=[O:24])=[O:25])[CH:20]=[N:21][CH:22]=2)[N:3]=1)[C:64]1[CH:69]=[CH:68][CH:67]=[CH:66][CH:65]=1, predict the reactants needed to synthesize it. The reactants are: O[C:2]1[C:7]2=[C:8]([C:11]3[CH:16]=[CH:15][CH:14]=[CH:13][CH:12]=3)[CH:9]=[CH:10][N:6]2[N:5]=[C:4]([C:17]2[CH:18]=[C:19]([S:23]([NH2:26])(=[O:25])=[O:24])[CH:20]=[N:21][CH:22]=2)[N:3]=1.CN([P+](ON1N=NC2C=CC=CC1=2)(N(C)C)N(C)C)C.F[P-](F)(F)(F)(F)F.CCN(C(C)C)C(C)C.[CH2:63]([NH2:70])[C:64]1[CH:69]=[CH:68][CH:67]=[CH:66][CH:65]=1. (3) The reactants are: [C:1]([O:5][C:6](=[O:39])[NH:7][C:8]1([C:12]2[CH:17]=[CH:16][C:15]([C:18]3[C:19]([C:33]4[CH:38]=[CH:37][CH:36]=[CH:35][CH:34]=4)=[CH:20][C:21]4[N:26]([CH2:27][CH2:28][C:29]#N)[C:25](=[O:31])[CH2:24][O:23][C:22]=4[N:32]=3)=[CH:14][CH:13]=2)[CH2:11][CH2:10][CH2:9]1)([CH3:4])([CH3:3])[CH3:2].O=C1COC2N=C(C3C=CC(C4(NC(=O)OC(C)(C)C)CCC4)=CC=3)C(C3C=CC=CC=3)=CC=2N1.ICCC. Given the product [C:1]([O:5][C:6](=[O:39])[NH:7][C:8]1([C:12]2[CH:13]=[CH:14][C:15]([C:18]3[C:19]([C:33]4[CH:34]=[CH:35][CH:36]=[CH:37][CH:38]=4)=[CH:20][C:21]4[N:26]([CH2:27][CH2:28][CH3:29])[C:25](=[O:31])[CH2:24][O:23][C:22]=4[N:32]=3)=[CH:16][CH:17]=2)[CH2:9][CH2:10][CH2:11]1)([CH3:2])([CH3:3])[CH3:4], predict the reactants needed to synthesize it. (4) Given the product [Br:1][C:2]1[CH:3]=[CH:4][C:5]([F:16])=[C:6]([CH:15]=1)[CH2:7][C:8]1[CH:13]=[CH:12][C:11]([O:14][CH:25]2[CH2:26][O:23][CH2:24]2)=[CH:10][CH:9]=1, predict the reactants needed to synthesize it. The reactants are: [Br:1][C:2]1[CH:3]=[CH:4][C:5]([F:16])=[C:6]([CH:15]=1)[CH2:7][C:8]1[CH:13]=[CH:12][C:11]([OH:14])=[CH:10][CH:9]=1.C(=O)([O-])[O-].[Cs+].[Cs+].[O:23]1[CH2:26][CH:25](OS(C2C=CC(C)=CC=2)(=O)=O)[CH2:24]1. (5) Given the product [N:14]([C:17](=[CH:5][C:4]1[CH:7]=[CH:8][CH:9]=[C:10]([CH3:11])[C:3]=1[O:2][CH3:1])[C:18]([O:20][CH3:21])=[O:19])=[N+:15]=[N-:16], predict the reactants needed to synthesize it. The reactants are: [CH3:1][O:2][C:3]1[C:10]([CH3:11])=[C:9](OC)[CH:8]=[CH:7][C:4]=1[CH:5]=O.[N:14]([CH2:17][C:18]([O:20][CH3:21])=[O:19])=[N+:15]=[N-:16].CO[Na].[Cl-].[NH4+]. (6) Given the product [CH2:18]1[C:5]2[NH:6][C:7]3[C:12](=[CH:11][CH:10]=[CH:9][CH:8]=3)[C:4]=2[CH2:3][CH:2]([C:13]([OH:15])=[O:14])[NH:1]1, predict the reactants needed to synthesize it. The reactants are: [NH2:1][C@H:2]([C:13]([OH:15])=[O:14])[CH2:3][C:4]1[C:12]2[C:7](=[CH:8][CH:9]=[CH:10][CH:11]=2)[NH:6][CH:5]=1.[OH-].[Na+].[CH2:18]=O.Cl. (7) Given the product [CH:15]1([C:18]2[CH:23]=[C:22]([CH2:24][N:37]3[C:38](=[O:45])[C:39]4[C:44](=[CH:43][CH:42]=[CH:41][CH:40]=4)[C:36]3=[O:46])[CH:21]=[C:20]([C:26]3[CH:27]=[N:28][C:29]([C:32]([F:33])([F:35])[F:34])=[N:30][CH:31]=3)[N:19]=2)[CH2:17][CH2:16]1, predict the reactants needed to synthesize it. The reactants are: CC(OC(/N=N/C(OC(C)C)=O)=O)C.[CH:15]1([C:18]2[CH:23]=[C:22]([CH2:24]O)[CH:21]=[C:20]([C:26]3[CH:27]=[N:28][C:29]([C:32]([F:35])([F:34])[F:33])=[N:30][CH:31]=3)[N:19]=2)[CH2:17][CH2:16]1.[C:36]1(=[O:46])[C:44]2[C:39](=[CH:40][CH:41]=[CH:42][CH:43]=2)[C:38](=[O:45])[NH:37]1.C1C=CC(P(C2C=CC=CC=2)C2C=CC=CC=2)=CC=1. (8) Given the product [O-:3][P:1]([O-:5])([O-:4])=[O:2].[O-:3][P:1]([O-:5])([O-:4])=[O:2].[Ca+2:7].[Ca+2:7].[Ca+2:7], predict the reactants needed to synthesize it. The reactants are: [P:1](=[O:5])([OH:4])([OH:3])[OH:2].[OH-].[Ca+2:7].[OH-].N. (9) Given the product [Br:8][C:9]1[CH:10]=[C:11]([N:12]2[C:4](=[O:5])[CH:3]=[CH:2][C:1]2=[O:7])[CH:13]=[CH:14][C:15]=1[Cl:16], predict the reactants needed to synthesize it. The reactants are: [C:1]1(=[O:7])O[C:4](=[O:5])[CH:3]=[CH:2]1.[Br:8][C:9]1[CH:10]=[C:11]([CH:13]=[CH:14][C:15]=1[Cl:16])[NH2:12]. (10) Given the product [C:1]([NH:4][C:5]1[C:14]([Cl:15])=[CH:13][C:8]([C:9]([O:11][CH3:12])=[O:10])=[C:7]([O:16][CH3:17])[C:6]=1[NH2:18])(=[O:3])[CH3:2], predict the reactants needed to synthesize it. The reactants are: [C:1]([NH:4][C:5]1[C:14]([Cl:15])=[CH:13][C:8]([C:9]([O:11][CH3:12])=[O:10])=[C:7]([O:16][CH3:17])[C:6]=1[N+:18]([O-])=O)(=[O:3])[CH3:2].[H][H].